This data is from NCI-60 drug combinations with 297,098 pairs across 59 cell lines. The task is: Regression. Given two drug SMILES strings and cell line genomic features, predict the synergy score measuring deviation from expected non-interaction effect. (1) Drug 1: CC1=C(C(=CC=C1)Cl)NC(=O)C2=CN=C(S2)NC3=CC(=NC(=N3)C)N4CCN(CC4)CCO. Drug 2: CN(C(=O)NC(C=O)C(C(C(CO)O)O)O)N=O. Cell line: SF-268. Synergy scores: CSS=6.76, Synergy_ZIP=-1.94, Synergy_Bliss=1.02, Synergy_Loewe=-2.79, Synergy_HSA=0.453. (2) Drug 1: C1=CC(=C2C(=C1NCCNCCO)C(=O)C3=C(C=CC(=C3C2=O)O)O)NCCNCCO. Drug 2: CCC1=C2CN3C(=CC4=C(C3=O)COC(=O)C4(CC)O)C2=NC5=C1C=C(C=C5)O. Cell line: SF-295. Synergy scores: CSS=72.3, Synergy_ZIP=-0.792, Synergy_Bliss=0.104, Synergy_Loewe=2.27, Synergy_HSA=4.81. (3) Drug 1: C1CCN(CC1)CCOC2=CC=C(C=C2)C(=O)C3=C(SC4=C3C=CC(=C4)O)C5=CC=C(C=C5)O. Drug 2: C1=CC(=CC=C1CCCC(=O)O)N(CCCl)CCCl. Cell line: OVCAR-4. Synergy scores: CSS=2.67, Synergy_ZIP=3.04, Synergy_Bliss=6.81, Synergy_Loewe=0.261, Synergy_HSA=-0.0112. (4) Drug 1: CC(C)NC(=O)C1=CC=C(C=C1)CNNC.Cl. Drug 2: C1CNP(=O)(OC1)N(CCCl)CCCl. Cell line: HL-60(TB). Synergy scores: CSS=4.51, Synergy_ZIP=9.15, Synergy_Bliss=16.4, Synergy_Loewe=-2.64, Synergy_HSA=2.73. (5) Drug 1: COC1=C(C=C2C(=C1)N=CN=C2NC3=CC(=C(C=C3)F)Cl)OCCCN4CCOCC4. Drug 2: CC1=C(C(CCC1)(C)C)C=CC(=CC=CC(=CC(=O)O)C)C. Cell line: MDA-MB-435. Synergy scores: CSS=9.41, Synergy_ZIP=-2.65, Synergy_Bliss=-0.901, Synergy_Loewe=-0.767, Synergy_HSA=-1.20. (6) Drug 1: C1=CC(=CC=C1CCCC(=O)O)N(CCCl)CCCl. Drug 2: C1C(C(OC1N2C=C(C(=O)NC2=O)F)CO)O. Cell line: SF-539. Synergy scores: CSS=37.5, Synergy_ZIP=-11.3, Synergy_Bliss=-14.5, Synergy_Loewe=-14.2, Synergy_HSA=-7.46. (7) Drug 1: C1=CN(C=N1)CC(O)(P(=O)(O)O)P(=O)(O)O. Drug 2: CC1=C(C(=O)C2=C(C1=O)N3CC4C(C3(C2COC(=O)N)OC)N4)N. Cell line: COLO 205. Synergy scores: CSS=19.0, Synergy_ZIP=-0.0627, Synergy_Bliss=-2.79, Synergy_Loewe=-19.7, Synergy_HSA=-2.82. (8) Drug 1: C1CCC(C1)C(CC#N)N2C=C(C=N2)C3=C4C=CNC4=NC=N3. Drug 2: CC12CCC3C(C1CCC2=O)CC(=C)C4=CC(=O)C=CC34C. Cell line: OVCAR-8. Synergy scores: CSS=28.5, Synergy_ZIP=1.48, Synergy_Bliss=0.0546, Synergy_Loewe=-22.6, Synergy_HSA=-1.25.